From a dataset of Full USPTO retrosynthesis dataset with 1.9M reactions from patents (1976-2016). Predict the reactants needed to synthesize the given product. (1) Given the product [C:1]([O:4][CH2:5][C@@H:6]([NH:17][C:18]([O:20][CH2:21][C:22]1[CH:23]=[CH:24][CH:25]=[CH:26][CH:27]=1)=[O:19])[C:7]([N:9]1[CH2:13][CH2:12][CH2:11][C@H:10]1[C:14]([N:46]1[CH2:47][CH2:48][CH2:49][C@H:45]1[C:43]([NH:42][C@@H:37]([C@H:36]([OH:35])[CH3:50])[C:38]([O:40][CH3:41])=[O:39])=[O:44])=[O:15])=[O:8])(=[O:3])[CH3:2], predict the reactants needed to synthesize it. The reactants are: [C:1]([O:4][CH2:5][C@H:6]([NH:17][C:18]([O:20][CH2:21][C:22]1[CH:27]=[CH:26][CH:25]=[CH:24][CH:23]=1)=[O:19])[C:7]([N:9]1[CH2:13][CH2:12][CH2:11][C@H:10]1[C:14](O)=[O:15])=[O:8])(=[O:3])[CH3:2].CN1CCOCC1.[OH:35][C@H:36]([CH3:50])[C@H:37]([NH:42][C:43]([C@@H:45]1[CH2:49][CH2:48][CH2:47][NH:46]1)=[O:44])[C:38]([O:40][CH3:41])=[O:39]. (2) The reactants are: [N+:1]([O-:4])(O)=[O:2].[CH2:5]([O:12][C:13]1[CH:20]=[CH:19][C:16]([C:17]#[N:18])=[CH:15][C:14]=1[O:21][CH3:22])[C:6]1[CH:11]=[CH:10][CH:9]=[CH:8][CH:7]=1. Given the product [CH2:5]([O:12][C:13]1[CH:20]=[C:19]([N+:1]([O-:4])=[O:2])[C:16]([C:17]#[N:18])=[CH:15][C:14]=1[O:21][CH3:22])[C:6]1[CH:7]=[CH:8][CH:9]=[CH:10][CH:11]=1, predict the reactants needed to synthesize it. (3) Given the product [Cl:11][C:12]1[CH:13]=[C:14]([N:18]2[C:22]([I:1])=[CH:21][C:20]([C:24]([F:27])([F:26])[F:25])=[N:19]2)[CH:15]=[CH:16][CH:17]=1, predict the reactants needed to synthesize it. The reactants are: [I-:1].[K+].N(OCCC(C)C)=O.[Cl:11][C:12]1[CH:13]=[C:14]([N:18]2[C:22](N)=[CH:21][C:20]([C:24]([F:27])([F:26])[F:25])=[N:19]2)[CH:15]=[CH:16][CH:17]=1. (4) Given the product [Br:15][C:10]1[CH:9]=[CH:8][C:7]2[N:6]([C:16]3[CH:21]=[CH:20][C:19]([CH3:22])=[CH:18][CH:17]=3)[C:5]3[C:13]([C:12]=2[CH:11]=1)=[CH:14][C:2]([C:23]1[CH:28]=[CH:27][CH:26]=[CH:25][CH:24]=1)=[CH:3][CH:4]=3, predict the reactants needed to synthesize it. The reactants are: Br[C:2]1[CH:3]=[CH:4][C:5]2[N:6]([C:16]3[CH:21]=[CH:20][C:19]([CH3:22])=[CH:18][CH:17]=3)[C:7]3[C:12]([C:13]=2[CH:14]=1)=[CH:11][C:10]([Br:15])=[CH:9][CH:8]=3.[C:23]1(B(O)O)[CH:28]=[CH:27][CH:26]=[CH:25][CH:24]=1.C1(C)C=CC=CC=1.